This data is from NCI-60 drug combinations with 297,098 pairs across 59 cell lines. The task is: Regression. Given two drug SMILES strings and cell line genomic features, predict the synergy score measuring deviation from expected non-interaction effect. (1) Drug 1: CC12CCC3C(C1CCC2O)C(CC4=C3C=CC(=C4)O)CCCCCCCCCS(=O)CCCC(C(F)(F)F)(F)F. Drug 2: C1C(C(OC1N2C=NC3=C2NC=NCC3O)CO)O. Cell line: RPMI-8226. Synergy scores: CSS=21.3, Synergy_ZIP=8.97, Synergy_Bliss=15.3, Synergy_Loewe=13.1, Synergy_HSA=11.4. (2) Drug 1: CC=C1C(=O)NC(C(=O)OC2CC(=O)NC(C(=O)NC(CSSCCC=C2)C(=O)N1)C(C)C)C(C)C. Drug 2: C1CN(CCN1C(=O)CCBr)C(=O)CCBr. Cell line: OVCAR3. Synergy scores: CSS=37.0, Synergy_ZIP=1.11, Synergy_Bliss=0.695, Synergy_Loewe=-33.4, Synergy_HSA=1.28. (3) Drug 1: C1=CC(=CC=C1C#N)C(C2=CC=C(C=C2)C#N)N3C=NC=N3. Drug 2: C1CN1P(=S)(N2CC2)N3CC3. Cell line: NCI-H226. Synergy scores: CSS=6.49, Synergy_ZIP=-3.74, Synergy_Bliss=-6.59, Synergy_Loewe=-6.20, Synergy_HSA=-5.67.